This data is from Reaction yield outcomes from USPTO patents with 853,638 reactions. The task is: Predict the reaction yield, written as a fraction of the theoretical maximum amount of product (1.0 means a 100% yield; for example, 0.34 means a 34% yield). The reactants are CS(C1C=CC([N:14]2[CH2:18][CH2:17][CH2:16][CH2:15]2)=C(C=1)C(O)=O)(=O)=O.Cl[C:20]1[CH:28]=[CH:27][C:26]([S:29]([CH:32]([CH3:34])[CH3:33])(=[O:31])=[O:30])=[CH:25][C:21]=1[C:22]([OH:24])=[O:23].N1CCCC1. No catalyst specified. The product is [CH3:33][CH:32]([S:29]([C:26]1[CH:27]=[CH:28][C:20]([N:14]2[CH2:18][CH2:17][CH2:16][CH2:15]2)=[C:21]([CH:25]=1)[C:22]([OH:24])=[O:23])(=[O:31])=[O:30])[CH3:34]. The yield is 0.720.